This data is from Catalyst prediction with 721,799 reactions and 888 catalyst types from USPTO. The task is: Predict which catalyst facilitates the given reaction. (1) The catalyst class is: 4. Reactant: [C:1]([N:5]1[C:9]([NH2:10])=[CH:8][C:7]([C:11]2[CH:16]=[CH:15][C:14]([CH3:17])=[CH:13][CH:12]=2)=[N:6]1)([CH3:4])([CH3:3])[CH3:2].[CH2:18]([O:20][C:21](=[O:32])[C:22](=[CH:28]OCC)[C:23]([O:25][CH2:26][CH3:27])=[O:24])[CH3:19]. Product: [CH2:18]([O:20][C:21](=[O:32])[C:22](=[CH:28][NH:10][C:9]1[N:5]([C:1]([CH3:4])([CH3:3])[CH3:2])[N:6]=[C:7]([C:11]2[CH:12]=[CH:13][C:14]([CH3:17])=[CH:15][CH:16]=2)[CH:8]=1)[C:23]([O:25][CH2:26][CH3:27])=[O:24])[CH3:19]. (2) Reactant: [CH2:1]([N:8]1[C:16]2[C:11](=[CH:12][C:13]([C:17]3[CH:22]=[CH:21][CH:20]=[C:19]([O:23][C:24]([F:27])([F:26])[F:25])[CH:18]=3)=[CH:14][CH:15]=2)[C:10]([C:28](=[O:34])[C:29]([O:31]CC)=[O:30])=[CH:9]1)[C:2]1[CH:7]=[CH:6][CH:5]=[CH:4][CH:3]=1.[OH-].[K+]. Product: [CH2:1]([N:8]1[C:16]2[C:11](=[CH:12][C:13]([C:17]3[CH:22]=[CH:21][CH:20]=[C:19]([O:23][C:24]([F:27])([F:25])[F:26])[CH:18]=3)=[CH:14][CH:15]=2)[C:10]([C:28](=[O:34])[C:29]([OH:31])=[O:30])=[CH:9]1)[C:2]1[CH:3]=[CH:4][CH:5]=[CH:6][CH:7]=1. The catalyst class is: 20. (3) Reactant: [CH3:1]NCCNC.C[Al](C)C.[Cl:11][C:12]1[CH:17]=[CH:16][CH:15]=[CH:14][C:13]=1[C:18]1[N:22]([C:23]2[CH:24]=[N:25][C:26]([C:29]3[CH:34]=[CH:33][CH:32]=[C:31]([S:35]([CH3:38])(=[O:37])=[O:36])[CH:30]=3)=[CH:27][CH:28]=2)[N:21]=[C:20]([C:39](OC)=[O:40])[CH:19]=1. Product: [Cl:11][C:12]1[CH:17]=[CH:16][CH:15]=[CH:14][C:13]=1[C:18]1[N:22]([C:23]2[CH:24]=[N:25][C:26]([C:29]3[CH:34]=[CH:33][CH:32]=[C:31]([S:35]([CH3:38])(=[O:37])=[O:36])[CH:30]=3)=[CH:27][CH:28]=2)[N:21]=[C:20]([C:39](=[O:40])[CH3:1])[CH:19]=1. The catalyst class is: 11. (4) Reactant: [BH4-].[Na+].[Cl:3][C:4]1[CH:5]=[C:6]([C@@H:10]([OH:15])[C:11](OC)=[O:12])[CH:7]=[CH:8][CH:9]=1.[Cl-].[NH4+]. Product: [Cl:3][C:4]1[CH:5]=[C:6]([C@@H:10]([OH:15])[CH2:11][OH:12])[CH:7]=[CH:8][CH:9]=1. The catalyst class is: 5. (5) Reactant: [OH:1][C:2]1[CH:7]=[CH:6][C:5]([CH2:8][CH2:9][C:10]([OH:12])=O)=[CH:4][CH:3]=1.C(O)(=O)/C=C/C1C=CC(O)C=C1.C(N(CC)CC)C.[NH2:32][CH2:33][CH2:34][C:35]1[CH:40]=[CH:39][C:38]([OH:41])=[CH:37][CH:36]=1. Product: [C:10]([NH:32][CH2:33][CH2:34][C:35]1[CH:40]=[CH:39][C:38]([OH:41])=[CH:37][CH:36]=1)(=[O:12])/[CH:9]=[CH:8]/[CH:5]1[CH:4]=[CH:3][C:2]([OH:1])=[CH:7][CH2:6]1. The catalyst class is: 174. (6) Reactant: [Cl:1][C:2]1[N:7]=[C:6]([NH:8][CH3:9])[C:5]([N+:10]([O-])=O)=[CH:4][CH:3]=1. Product: [Cl:1][C:2]1[N:7]=[C:6]([NH:8][CH3:9])[C:5]([NH2:10])=[CH:4][CH:3]=1. The catalyst class is: 521. (7) Reactant: C[O:2][C:3](=[O:17])[CH2:4][C:5]1[N:6]=[C:7]([C:11]2[S:12][C:13]([CH3:16])=[CH:14][CH:15]=2)[O:8][C:9]=1[CH3:10].[OH-].[Na+]. Product: [CH3:10][C:9]1[O:8][C:7]([C:11]2[S:12][C:13]([CH3:16])=[CH:14][CH:15]=2)=[N:6][C:5]=1[CH2:4][C:3]([OH:17])=[O:2]. The catalyst class is: 5. (8) Reactant: [Cl:1][C:2]1[C:3]([F:28])=[C:4]([CH:8]2[C:12]([C:15]3[CH:20]=[CH:19][C:18]([Cl:21])=[CH:17][C:16]=3[F:22])([C:13]#[N:14])[CH:11]([CH2:23][C:24]([CH3:27])([CH3:26])[CH3:25])[CH2:10][NH:9]2)[CH:5]=[CH:6][CH:7]=1.[CH3:29][O:30][C:31](=[O:41])[C:32]1[CH:37]=[CH:36][C:35]([C:38](Cl)=[O:39])=[CH:34][CH:33]=1.CCN(C(C)C)C(C)C. Product: [CH3:29][O:30][C:31](=[O:41])[C:32]1[CH:37]=[CH:36][C:35]([C:38]([N:9]2[CH2:10][C@@H:11]([CH2:23][C:24]([CH3:25])([CH3:27])[CH3:26])[C@@:12]([C:15]3[CH:20]=[CH:19][C:18]([Cl:21])=[CH:17][C:16]=3[F:22])([C:13]#[N:14])[C@H:8]2[C:4]2[CH:5]=[CH:6][CH:7]=[C:2]([Cl:1])[C:3]=2[F:28])=[O:39])=[CH:34][CH:33]=1. The catalyst class is: 2.